This data is from NCI-60 drug combinations with 297,098 pairs across 59 cell lines. The task is: Regression. Given two drug SMILES strings and cell line genomic features, predict the synergy score measuring deviation from expected non-interaction effect. (1) Drug 1: CC1=C(C=C(C=C1)C(=O)NC2=CC(=CC(=C2)C(F)(F)F)N3C=C(N=C3)C)NC4=NC=CC(=N4)C5=CN=CC=C5. Drug 2: CC1=C(N=C(N=C1N)C(CC(=O)N)NCC(C(=O)N)N)C(=O)NC(C(C2=CN=CN2)OC3C(C(C(C(O3)CO)O)O)OC4C(C(C(C(O4)CO)O)OC(=O)N)O)C(=O)NC(C)C(C(C)C(=O)NC(C(C)O)C(=O)NCCC5=NC(=CS5)C6=NC(=CS6)C(=O)NCCC[S+](C)C)O. Cell line: SK-OV-3. Synergy scores: CSS=8.01, Synergy_ZIP=-3.49, Synergy_Bliss=-3.04, Synergy_Loewe=-6.07, Synergy_HSA=-3.12. (2) Drug 1: C1=CC(=CC=C1C#N)C(C2=CC=C(C=C2)C#N)N3C=NC=N3. Drug 2: CC(C)(C#N)C1=CC(=CC(=C1)CN2C=NC=N2)C(C)(C)C#N. Cell line: SNB-19. Synergy scores: CSS=-1.78, Synergy_ZIP=-0.146, Synergy_Bliss=-0.0154, Synergy_Loewe=-2.02, Synergy_HSA=-1.70. (3) Drug 1: C1=CC=C(C(=C1)C(C2=CC=C(C=C2)Cl)C(Cl)Cl)Cl. Drug 2: CC(C)CN1C=NC2=C1C3=CC=CC=C3N=C2N. Cell line: OVCAR-8. Synergy scores: CSS=0.850, Synergy_ZIP=-0.503, Synergy_Bliss=-2.29, Synergy_Loewe=-1.14, Synergy_HSA=-2.53. (4) Cell line: HL-60(TB). Synergy scores: CSS=26.3, Synergy_ZIP=-13.2, Synergy_Bliss=-27.5, Synergy_Loewe=-20.5, Synergy_HSA=-19.9. Drug 2: CC1=C(C(CCC1)(C)C)C=CC(=CC=CC(=CC(=O)O)C)C. Drug 1: C1=C(C(=O)NC(=O)N1)N(CCCl)CCCl.